This data is from Full USPTO retrosynthesis dataset with 1.9M reactions from patents (1976-2016). The task is: Predict the reactants needed to synthesize the given product. (1) Given the product [CH2:1]([O:3][C:4](=[O:33])[CH2:5][N:6]([S:40]([N:34]1[CH2:39][CH2:38][CH2:37][CH2:36][CH2:35]1)(=[O:42])=[O:41])[CH2:7][C:8]1[CH:13]=[CH:12][CH:11]=[C:10]([O:14][CH2:15][CH2:16][C:17]2[N:18]=[C:19]([C:23]3[CH:28]=[CH:27][C:26]([C:29]([F:30])([F:32])[F:31])=[CH:25][CH:24]=3)[O:20][C:21]=2[CH3:22])[CH:9]=1)[CH3:2], predict the reactants needed to synthesize it. The reactants are: [CH2:1]([O:3][C:4](=[O:33])[CH2:5][NH:6][CH2:7][C:8]1[CH:13]=[CH:12][CH:11]=[C:10]([O:14][CH2:15][CH2:16][C:17]2[N:18]=[C:19]([C:23]3[CH:28]=[CH:27][C:26]([C:29]([F:32])([F:31])[F:30])=[CH:25][CH:24]=3)[O:20][C:21]=2[CH3:22])[CH:9]=1)[CH3:2].[N:34]1([S:40](Cl)(=[O:42])=[O:41])[CH2:39][CH2:38][CH2:37][CH2:36][CH2:35]1.C(N(CC)CC)C. (2) Given the product [CH2:3]([O:7][C:8]1[CH:13]=[CH:12][C:11](/[CH:14]=[CH:15]/[C:16]([OH:18])=[O:17])=[CH:10][C:9]=1[O:20][CH3:21])[CH2:4][CH2:5][CH3:6], predict the reactants needed to synthesize it. The reactants are: [OH-].[K+].[CH2:3]([O:7][C:8]1[CH:13]=[CH:12][C:11](/[CH:14]=[CH:15]/[C:16]([O:18]C)=[O:17])=[CH:10][C:9]=1[O:20][CH3:21])[CH2:4][CH2:5][CH3:6].